Dataset: Full USPTO retrosynthesis dataset with 1.9M reactions from patents (1976-2016). Task: Predict the reactants needed to synthesize the given product. (1) The reactants are: [CH3:1][CH:2]([CH3:14])[CH2:3][CH:4]([C:6]1[S:7][CH:8]=[CH:9][C:10]=1[N+:11]([O-])=O)[CH3:5].[Sn](Cl)(Cl)(Cl)Cl.Cl.[OH-].[Na+]. Given the product [CH3:1][CH:2]([CH3:14])[CH2:3][CH:4]([C:6]1[S:7][CH:8]=[CH:9][C:10]=1[NH2:11])[CH3:5], predict the reactants needed to synthesize it. (2) Given the product [C:23]1([CH:15]2[CH2:16][C:17]3[C:22](=[CH:21][CH:20]=[CH:19][CH:18]=3)[CH:14]2[CH2:13][C:12]2[N:8]=[CH:9][NH:10][CH:11]=2)[CH:28]=[CH:27][CH:26]=[CH:25][CH:24]=1, predict the reactants needed to synthesize it. The reactants are: C([N:8]1[C:12]([CH:13]=[C:14]2[C:22]3[C:17](=[CH:18][CH:19]=[CH:20][CH:21]=3)[CH2:16][CH:15]2[C:23]2[CH:28]=[CH:27][CH:26]=[CH:25][CH:24]=2)=[CH:11][N:10]=[CH:9]1)C1C=CC=CC=1.C(N1C(C=C2C3C(=CC=C(OC)C=3)CC2C2C=CC=CC=2)=CN=C1)C1C=CC=CC=1. (3) The reactants are: Cl.Cl.C([O:11][CH2:12][CH2:13][O:14][CH2:15][CH2:16][N:17]1[C:25]2[C:24]([NH:26][C:27]3[CH:32]=[CH:31][C:30]([O:33][C:34]4[CH:39]=[CH:38][CH:37]=[C:36]([NH2:40])[CH:35]=4)=[C:29]([Cl:41])[CH:28]=3)=[N:23][CH:22]=[N:21][C:20]=2[CH:19]=[CH:18]1)(=O)C1C=CC=CC=1.[F:42][C:43]([F:51])([F:50])[C:44]1([C:47](O)=[O:48])[CH2:46][CH2:45]1.Cl.C(N=C=NCCCN(C)C)C.ON1C2C=CC=CC=2N=N1.[OH-].[Na+]. Given the product [Cl:41][C:29]1[CH:28]=[C:27]([NH:26][C:24]2[C:25]3[N:17]([CH2:16][CH2:15][O:14][CH2:13][CH2:12][OH:11])[CH:18]=[CH:19][C:20]=3[N:21]=[CH:22][N:23]=2)[CH:32]=[CH:31][C:30]=1[O:33][C:34]1[CH:35]=[C:36]([NH:40][C:47]([C:44]2([C:43]([F:51])([F:50])[F:42])[CH2:46][CH2:45]2)=[O:48])[CH:37]=[CH:38][CH:39]=1, predict the reactants needed to synthesize it. (4) Given the product [CH2:12]([NH:11][C:8]1[CH:9]=[CH:10][C:5]2[N:6]([C:2]([C:19]3[CH:20]=[N:16][NH:17][CH:18]=3)=[CH:3][N:4]=2)[N:7]=1)[CH2:13][CH2:14][CH3:15], predict the reactants needed to synthesize it. The reactants are: Br[C:2]1[N:6]2[N:7]=[C:8]([NH:11][CH2:12][CH2:13][CH2:14][CH3:15])[CH:9]=[CH:10][C:5]2=[N:4][CH:3]=1.[NH:16]1[CH:20]=[C:19](B(O)O)[CH:18]=[N:17]1.P([O-])([O-])([O-])=O.[K+].[K+].[K+].C(#N)C. (5) Given the product [CH3:25][N:26]([CH3:27])[C:29]([NH:1][C:2]1[S:3][C:4]2[C:10](=[O:11])[CH2:9][CH:8]([CH3:12])[CH2:7][C:5]=2[N:6]=1)=[O:30], predict the reactants needed to synthesize it. The reactants are: [NH2:1][C:2]1[S:3][C:4]2[C:10](=[O:11])[CH2:9][CH:8]([CH3:12])[CH2:7][C:5]=2[N:6]=1.C1CCN2C(=NCCC2)CC1.C1N=[CH:27][N:26]([C:29](N2C=NC=C2)=[O:30])[CH:25]=1.CNC.